From a dataset of Full USPTO retrosynthesis dataset with 1.9M reactions from patents (1976-2016). Predict the reactants needed to synthesize the given product. (1) Given the product [OH:9][CH2:10][CH2:11][N:12]1[C:20]2[C:19]([NH:22][C:23]3[CH:40]=[CH:39][C:26]([O:27][C:28]4[CH:29]=[C:30]([C:34]5([C:37]#[N:38])[CH2:35][CH2:36]5)[CH:31]=[CH:32][CH:33]=4)=[C:25]([CH3:41])[CH:24]=3)=[N:18][CH:17]=[N:16][C:15]=2[CH:14]=[CH:13]1, predict the reactants needed to synthesize it. The reactants are: C([O:9][CH2:10][CH2:11][N:12]1[C:20]2[C:19](Cl)=[N:18][CH:17]=[N:16][C:15]=2[CH:14]=[CH:13]1)(=O)C1C=CC=CC=1.[NH2:22][C:23]1[CH:40]=[CH:39][C:26]([O:27][C:28]2[CH:29]=[C:30]([C:34]3([C:37]#[N:38])[CH2:36][CH2:35]3)[CH:31]=[CH:32][CH:33]=2)=[C:25]([CH3:41])[CH:24]=1.[OH-].[Na+]. (2) Given the product [CH3:1][O:2][C:3](=[O:8])[C:4]([C:14](=[O:15])[NH:13][C:12]([O:11][CH2:9][CH3:10])=[O:16])=[C:5]([NH2:7])[CH3:6], predict the reactants needed to synthesize it. The reactants are: [CH3:1][O:2][C:3](=[O:8])[CH:4]=[C:5]([NH2:7])[CH3:6].[CH2:9]([O:11][C:12](=[O:16])[N:13]=[C:14]=[O:15])[CH3:10]. (3) The reactants are: [CH3:1][C:2]1[N:7]=[CH:6][C:5]([C:8]2[CH:9]=[N:10][N:11]([CH:13]3[CH2:18][CH2:17][N:16]([C:19]([O:21][C:22]([CH3:25])([CH3:24])[CH3:23])=[O:20])[CH2:15][CH2:14]3)[CH:12]=2)=[CH:4][C:3]=1[N+:26]([O-:28])=[O:27]. Given the product [CH3:15][N:16]([CH3:19])/[CH:17]=[CH:1]/[C:2]1[N:7]=[CH:6][C:5]([C:8]2[CH:9]=[N:10][N:11]([CH:13]3[CH2:18][CH2:17][N:16]([C:19]([O:21][C:22]([CH3:25])([CH3:23])[CH3:24])=[O:20])[CH2:15][CH2:14]3)[CH:12]=2)=[CH:4][C:3]=1[N+:26]([O-:28])=[O:27], predict the reactants needed to synthesize it. (4) Given the product [CH2:24]([O:26][C:27](=[O:33])[CH:28]([NH:29][C:3]1[N:12]=[C:11]([N:13]([C:15]2[CH:20]=[CH:19][C:18]([O:21][CH3:22])=[CH:17][CH:16]=2)[CH3:14])[C:10]2[C:5](=[CH:6][CH:7]=[CH:8][CH:9]=2)[N:4]=1)[CH:30]([CH3:32])[CH3:31])[CH3:25], predict the reactants needed to synthesize it. The reactants are: Cl.Cl[C:3]1[N:12]=[C:11]([N:13]([C:15]2[CH:20]=[CH:19][C:18]([O:21][CH3:22])=[CH:17][CH:16]=2)[CH3:14])[C:10]2[C:5](=[CH:6][CH:7]=[CH:8][CH:9]=2)[N:4]=1.Cl.[CH2:24]([O:26][C:27](=[O:33])[CH:28]([CH:30]([CH3:32])[CH3:31])[NH2:29])[CH3:25].CCN(CC)CC. (5) Given the product [F:17][C:16]([F:19])([F:18])[C:2]1([OH:1])[CH2:6][CH2:5][NH:4][CH2:3]1, predict the reactants needed to synthesize it. The reactants are: [O:1]=[C:2]1[CH2:6][CH2:5][N:4](C(OC(C)(C)C)=O)[CH2:3]1.C[Si](C)(C)[C:16]([F:19])([F:18])[F:17].[F-].C([N+](CCCC)(CCCC)CCCC)CCC.O1CCCC1.[Cl-].[NH4+].Cl.C(OCC)(=O)C. (6) Given the product [NH2:1][C:2]1[C:16]([C:17]([NH:56][C:51]2[CH:52]=[N:53][CH:54]=[CH:55][C:50]=2[CH3:49])=[O:19])=[C:5]2[N:6]=[C:7]([O:10][CH2:11][CH2:12][N:13]([CH3:14])[CH3:15])[CH:8]=[CH:9][N:4]2[N:3]=1, predict the reactants needed to synthesize it. The reactants are: [NH2:1][C:2]1[C:16]([C:17]([OH:19])=O)=[C:5]2[N:6]=[C:7]([O:10][CH2:11][CH2:12][N:13]([CH3:15])[CH3:14])[CH:8]=[CH:9][N:4]2[N:3]=1.CCN(CC)CC.CN(C(ON1N=NC2C=CC=CC1=2)=[N+](C)C)C.[B-](F)(F)(F)F.[CH3:49][C:50]1[CH:55]=[CH:54][N:53]=[CH:52][C:51]=1[NH2:56]. (7) Given the product [ClH:21].[S:1]1[C:5]2[CH:6]=[CH:7][CH:8]=[C:9]([CH2:10][CH2:11][O:12][CH2:13][CH2:14][N:15]3[CH2:19][CH2:18][CH:17]([OH:20])[CH2:16]3)[C:4]=2[CH:3]=[CH:2]1, predict the reactants needed to synthesize it. The reactants are: [S:1]1[C:5]2[CH:6]=[CH:7][CH:8]=[C:9]([CH2:10][CH2:11][O:12][CH2:13][CH2:14][N:15]3[CH2:19][CH2:18][CH:17]([OH:20])[CH2:16]3)[C:4]=2[CH:3]=[CH:2]1.[ClH:21]. (8) Given the product [CH3:23][O:24][C:25]1[CH:31]=[CH:30][C:29]([C:32]([F:33])([F:35])[F:34])=[CH:28][C:26]=1[NH:27][C:13](=[O:15])[CH2:12][N:5]1[C:6]2[CH2:7][CH2:8][CH2:9][CH2:10][C:11]=2[C:3]([C:2]([F:1])([F:17])[F:16])=[N:4]1, predict the reactants needed to synthesize it. The reactants are: [F:1][C:2]([F:17])([F:16])[C:3]1[C:11]2[CH2:10][CH2:9][CH2:8][CH2:7][C:6]=2[N:5]([CH2:12][C:13]([OH:15])=O)[N:4]=1.CN(C=O)C.[CH3:23][O:24][C:25]1[CH:31]=[CH:30][C:29]([C:32]([F:35])([F:34])[F:33])=[CH:28][C:26]=1[NH2:27].CN(C(ON1N=NC2C=CC=NC1=2)=[N+](C)C)C.F[P-](F)(F)(F)(F)F.CCN(C(C)C)C(C)C. (9) Given the product [O:7]=[C:4]1[CH2:5][CH2:6][C:2](=[O:1])[N:3]1[O:8][C:9](=[O:17])[C:10]1[CH:15]=[CH:14][C:13]([O:16][C:20](=[O:21])[N:19]([CH3:18])[C:23]2[CH:28]=[CH:27][CH:26]=[CH:25][CH:24]=2)=[CH:12][CH:11]=1, predict the reactants needed to synthesize it. The reactants are: [O:1]=[C:2]1[CH2:6][CH2:5][C:4](=[O:7])[N:3]1[O:8][C:9](=[O:17])[C:10]1[CH:15]=[CH:14][C:13]([OH:16])=[CH:12][CH:11]=1.[CH3:18][N:19]([C:23]1[CH:28]=[CH:27][CH:26]=[CH:25][CH:24]=1)[C:20](Cl)=[O:21]. (10) Given the product [CH3:1][C:2]1[N:3]=[C:4]([NH:7][C:8]2[CH:13]=[C:12]([S:14]([C:15]3[CH:16]=[CH:17][CH:18]=[CH:19][CH:20]=3)=[O:29])[CH:11]=[CH:10][N:9]=2)[S:5][CH:6]=1, predict the reactants needed to synthesize it. The reactants are: [CH3:1][C:2]1[N:3]=[C:4]([NH:7][C:8]2[CH:13]=[C:12]([S:14][C:15]3[CH:20]=[CH:19][CH:18]=[CH:17][CH:16]=3)[CH:11]=[CH:10][N:9]=2)[S:5][CH:6]=1.C1C=C(Cl)C=C(C(OO)=[O:29])C=1.